This data is from Reaction yield outcomes from USPTO patents with 853,638 reactions. The task is: Predict the reaction yield, written as a fraction of the theoretical maximum amount of product (1.0 means a 100% yield; for example, 0.34 means a 34% yield). (1) The reactants are C([S:8][C:9]1[C:10]([CH:16]([F:18])[F:17])=[N:11][CH:12]=[C:13]([Br:15])[CH:14]=1)C1C=CC=CC=1.[OH2:19].[CH3:20][C:21]([NH2:24])([CH3:23])[CH3:22].CC[O:27]C(C)=O. The catalyst is C(Cl)(Cl)(Cl)Cl. The product is [Br:15][C:13]1[CH:14]=[C:9]([S:8]([NH:24][C:21]([CH3:23])([CH3:22])[CH3:20])(=[O:27])=[O:19])[C:10]([CH:16]([F:17])[F:18])=[N:11][CH:12]=1. The yield is 0.850. (2) The reactants are [Br:1][CH2:2][CH2:3][CH2:4][CH2:5][CH2:6][CH2:7][O:8][C:9]1[CH:10]=[C:11]([C:15]([NH2:17])=[O:16])[CH:12]=[CH:13][CH:14]=1.[C:18]1([P:24]([C:31]2[CH:36]=[CH:35][CH:34]=[CH:33][CH:32]=2)[C:25]2[CH:30]=[CH:29][CH:28]=[CH:27][CH:26]=2)[CH:23]=[CH:22][CH:21]=[CH:20][CH:19]=1. The product is [Br-:1].[NH2:17][C:15]([C:11]1[CH:10]=[C:9]([CH:14]=[CH:13][CH:12]=1)[O:8][CH2:7][CH2:6][CH2:5][CH2:4][CH2:3][CH2:2][P+:24]([C:25]1[CH:26]=[CH:27][CH:28]=[CH:29][CH:30]=1)([C:31]1[CH:36]=[CH:35][CH:34]=[CH:33][CH:32]=1)[C:18]1[CH:19]=[CH:20][CH:21]=[CH:22][CH:23]=1)=[O:16]. The yield is 1.00. The catalyst is CC#N. (3) The reactants are [CH3:1][C:2]1([CH3:27])[C:6]([CH3:8])([CH3:7])[O:5][B:4]([C:9]2[CH:26]=[CH:25][C:12]([CH2:13]OC3C=CC=CC=3C(OC)=O)=[CH:11][CH:10]=2)[O:3]1.[OH:28][C:29]1[C:34](=[O:35])[CH:33]=[CH:32][N:31]([CH3:36])[C:30]=1[CH3:37].BrCC1C=CC(B2OC(C)(C)C(C)(C)O2)=CC=1.C([O-])([O-])=O.[K+].[K+]. The catalyst is C(#N)C. The product is [CH3:36][N:31]1[CH:32]=[CH:33][C:34](=[O:35])[C:29]([O:28][CH2:13][C:12]2[CH:11]=[CH:10][C:9]([B:4]3[O:3][C:2]([CH3:27])([CH3:1])[C:6]([CH3:8])([CH3:7])[O:5]3)=[CH:26][CH:25]=2)=[C:30]1[CH3:37]. The yield is 0.500. (4) The reactants are [C:1]([O:7][C:8]1[CH:9]=[C:10]2[C:14](=[C:15]([O:17][C:18]3[CH:23]=[CH:22][C:21]([S:24]([CH3:27])(=[O:26])=[O:25])=[CH:20][CH:19]=3)[CH:16]=1)[NH:13][N:12]=[C:11]2[Br:28])(=[O:6])[C:2]([CH3:5])([CH3:4])[CH3:3].[H-].[Na+].[CH3:31][O:32][CH2:33]Cl. The catalyst is CN(C=O)C. The product is [C:1]([O:7][C:8]1[CH:9]=[C:10]2[C:14](=[C:15]([O:17][C:18]3[CH:23]=[CH:22][C:21]([S:24]([CH3:27])(=[O:25])=[O:26])=[CH:20][CH:19]=3)[CH:16]=1)[N:13]([CH2:31][O:32][CH3:33])[N:12]=[C:11]2[Br:28])(=[O:6])[C:2]([CH3:5])([CH3:4])[CH3:3]. The yield is 0.780. (5) The reactants are C[Si]([N-][Si](C)(C)C)(C)C.[Li+].[F:11][C:12]1[CH:18]=[CH:17][CH:16]=[CH:15][C:13]=1[NH2:14].[Br:19][C:20]1[CH:28]=[N:27][CH:26]=[C:25](F)[C:21]=1[C:22]([OH:24])=[O:23]. The catalyst is C1COCC1. The product is [Br:19][C:20]1[CH:28]=[N:27][CH:26]=[C:25]([NH:14][C:13]2[CH:15]=[CH:16][CH:17]=[CH:18][C:12]=2[F:11])[C:21]=1[C:22]([OH:24])=[O:23]. The yield is 0.740. (6) The reactants are [CH3:1][C:2]1([CH3:28])[C:14]2[CH:13]=[C:12]([C:15]3[C:20]4[S:21][C:22]5[CH:27]=[CH:26][CH:25]=[CH:24][C:23]=5[C:19]=4[CH:18]=[CH:17][CH:16]=3)[CH:11]=[CH:10][C:9]=2[C:8]2[C:3]1=[CH:4][CH:5]=[CH:6][CH:7]=2.C([Li])CCC.B(OC)(OC)OC.[I:41]I.S([O-])([O-])(=O)=S.[Na+].[Na+]. The catalyst is O1CCCC1.CCCCCC. The product is [I:41][C:27]1[C:22]2[S:21][C:20]3[C:15]([C:12]4[CH:11]=[CH:10][C:9]5[C:8]6[C:3](=[CH:4][CH:5]=[CH:6][CH:7]=6)[C:2]([CH3:28])([CH3:1])[C:14]=5[CH:13]=4)=[CH:16][CH:17]=[CH:18][C:19]=3[C:23]=2[CH:24]=[CH:25][CH:26]=1. The yield is 0.450.